From a dataset of Forward reaction prediction with 1.9M reactions from USPTO patents (1976-2016). Predict the product of the given reaction. (1) The product is: [CH:15]([C:6]1[C:5]2[CH:18]=[CH:19][C:2]([C:57]([N:50]3[CH2:55][CH2:54][O:53][CH2:52][CH2:51]3)=[O:56])=[CH:3][C:4]=2[C:13]2[C:12](=[O:14])[NH:11][CH:10]=[CH:9][C:8]=2[N:7]=1)([CH3:17])[CH3:16]. Given the reactants Br[C:2]1[CH:19]=[CH:18][C:5]2[C:6]([CH:15]([CH3:17])[CH3:16])=[N:7][C:8]3[CH:9]=[CH:10][NH:11][C:12](=[O:14])[C:13]=3[C:4]=2[CH:3]=1.C([PH+](C(C)(C)C)C(C)(C)C)(C)(C)C.[H+].[B-](F)(F)(F)F.C1CCN2C(=NCCC2)CC1.[NH:50]1[CH2:55][CH2:54][O:53][CH2:52][CH2:51]1.[O:56]1CCOC[CH2:57]1, predict the reaction product. (2) Given the reactants C([O:8][N:9]1[C:15](=[O:16])[N:14]2[CH2:17][C@H:10]1[CH2:11][CH2:12][C@H:13]2[C:18]1[CH:22]=[CH:21][O:20][N:19]=1)C1C=CC=CC=1, predict the reaction product. The product is: [OH:8][N:9]1[C:15](=[O:16])[N:14]2[CH2:17][C@H:10]1[CH2:11][CH2:12][C@H:13]2[C:18]1[CH:22]=[CH:21][O:20][N:19]=1. (3) Given the reactants [C:1]([O:5][C:6]([C@H:8]1[CH2:10][C@@H:9]1[CH:11]=[CH:12][C:13]([O:15][CH2:16][CH3:17])=[O:14])=[O:7])([CH3:4])([CH3:3])[CH3:2].[CH3:18]N(C)C(=N)N(C)C.[N+:26]([CH3:29])([O-:28])=[O:27], predict the reaction product. The product is: [C:1]([O:5][C:6]([C@H:8]1[CH2:10][C@@H:9]1[CH:11]([CH2:18][CH2:29][N+:26]([O-:28])=[O:27])[CH2:12][C:13]([O:15][CH2:16][CH3:17])=[O:14])=[O:7])([CH3:4])([CH3:3])[CH3:2]. (4) Given the reactants Cl[C:2]1[CH:7]=[C:6]([C:8]([F:11])([F:10])[F:9])[N:5]=[C:4]([C:12]2[CH:17]=[CH:16][CH:15]=[C:14]([Cl:18])[CH:13]=2)[CH:3]=1.[NH2:19][C:20]1[CH:28]=[CH:27][C:23]([CH2:24][CH2:25][OH:26])=[CH:22][CH:21]=1.C1C=CC(P(C2C(C3C(P(C4C=CC=CC=4)C4C=CC=CC=4)=CC=C4C=3C=CC=C4)=C3C(C=CC=C3)=CC=2)C2C=CC=CC=2)=CC=1.C(=O)([O-])[O-].[Cs+].[Cs+], predict the reaction product. The product is: [Cl:18][C:14]1[CH:13]=[C:12]([C:4]2[CH:3]=[C:2]([NH:19][C:20]3[CH:28]=[CH:27][C:23]([CH2:24][CH2:25][OH:26])=[CH:22][CH:21]=3)[CH:7]=[C:6]([C:8]([F:11])([F:10])[F:9])[N:5]=2)[CH:17]=[CH:16][CH:15]=1. (5) Given the reactants Cl.[CH3:2][N:3]1[C:18]2[C:13](=[CH:14][CH:15]=[CH:16][CH:17]=2)[C:5]([CH2:6][C@@H:7]([C:9]([O:11][CH3:12])=[O:10])[NH2:8])=[CH:4]1.C(N(CC)CC)C.[O:26]([C:33]1[CH:43]=[CH:42][C:36]([CH:37]=[CH:38][C:39](O)=[O:40])=[CH:35][CH:34]=1)[C:27]1[CH:32]=[CH:31][CH:30]=[CH:29][CH:28]=1.CCN=C=NCCCN(C)C.Cl, predict the reaction product. The product is: [CH3:2][N:3]1[C:18]2[C:13](=[CH:14][CH:15]=[CH:16][CH:17]=2)[C:5]([CH2:6][C@@H:7]([C:9]([O:11][CH3:12])=[O:10])[NH:8][C:39](=[O:40])[CH:38]=[CH:37][C:36]2[CH:42]=[CH:43][C:33]([O:26][C:27]3[CH:32]=[CH:31][CH:30]=[CH:29][CH:28]=3)=[CH:34][CH:35]=2)=[CH:4]1. (6) Given the reactants [Cl:1][C:2]1[CH:24]=[CH:23][C:5]2[N:6]=[C:7]([C:9]3[CH:10]=[C:11]([C:15]4([CH3:22])[NH:20][C:19](=S)[CH2:18][O:17][CH2:16]4)[CH:12]=[CH:13][CH:14]=3)[O:8][C:4]=2[CH:3]=1.[NH3:25], predict the reaction product. The product is: [ClH:1].[Cl:1][C:2]1[CH:24]=[CH:23][C:5]2[N:6]=[C:7]([C:9]3[CH:10]=[C:11]([C:15]4([CH3:22])[CH2:16][O:17][CH2:18][C:19]([NH2:25])=[N:20]4)[CH:12]=[CH:13][CH:14]=3)[O:8][C:4]=2[CH:3]=1. (7) Given the reactants [F:1][C:2]1[CH:7]=[CH:6][C:5]([C:8]2[N:12]=[N:11][N:10]([CH3:13])[C:9]=2[CH2:14][O:15][C:16]2[N:21]=[N:20][C:19]([C:22]([OH:24])=O)=[CH:18][CH:17]=2)=[CH:4][CH:3]=1.[NH2:25][N:26]1[CH2:31][CH2:30][O:29][CH2:28][CH2:27]1, predict the reaction product. The product is: [N:26]1([NH:25][C:22]([C:19]2[N:20]=[N:21][C:16]([O:15][CH2:14][C:9]3[N:10]([CH3:13])[N:11]=[N:12][C:8]=3[C:5]3[CH:6]=[CH:7][C:2]([F:1])=[CH:3][CH:4]=3)=[CH:17][CH:18]=2)=[O:24])[CH2:31][CH2:30][O:29][CH2:28][CH2:27]1.